Dataset: Catalyst prediction with 721,799 reactions and 888 catalyst types from USPTO. Task: Predict which catalyst facilitates the given reaction. (1) Reactant: Cl.[NH2:2][C@@H:3]1[C@@H:8]2[CH2:9][C@@H:5]([CH2:6][CH2:7]2)[C@@H:4]1[C:10]([O:12][CH3:13])=[O:11].C([O-])(=O)C.[Na+].[F:19][C:20]1[CH:27]=[CH:26][C:23]([CH:24]=O)=[CH:22][CH:21]=1.C([BH3-])#N.[Na+].C(=O)(O)[O-].[Na+]. Product: [F:19][C:20]1[CH:27]=[CH:26][C:23]([CH2:24][NH:2][C@@H:3]2[C@@H:8]3[CH2:9][C@@H:5]([CH2:6][CH2:7]3)[C@@H:4]2[C:10]([O:12][CH3:13])=[O:11])=[CH:22][CH:21]=1. The catalyst class is: 125. (2) Reactant: Cl[C:2](Cl)([O:4]C(=O)OC(Cl)(Cl)Cl)Cl.[Cl:13][C:14]1[C:19]([C:20]2[CH:25]=[CH:24][C:23]([Cl:26])=[CH:22][CH:21]=2)=[CH:18][N:17]=[N:16][C:15]=1[NH:27][NH2:28]. Product: [Cl:13][C:14]1[C:15]2[N:16]([C:2](=[O:4])[NH:28][N:27]=2)[N:17]=[CH:18][C:19]=1[C:20]1[CH:21]=[CH:22][C:23]([Cl:26])=[CH:24][CH:25]=1. The catalyst class is: 1.